This data is from Full USPTO retrosynthesis dataset with 1.9M reactions from patents (1976-2016). The task is: Predict the reactants needed to synthesize the given product. (1) Given the product [F:1][C:2]([F:39])([C:18]([F:37])([F:38])[C:19]([F:35])([F:36])[C:20]([F:34])([F:33])[CH2:21][NH2:22])[CH2:3][O:4][CH2:5][CH2:6][O:7][CH2:8][CH2:9][O:10][CH2:11][CH2:12][O:13][CH2:14][CH2:15][O:16][CH3:17], predict the reactants needed to synthesize it. The reactants are: [F:1][C:2]([F:39])([C:18]([F:38])([F:37])[C:19]([F:36])([F:35])[C:20]([F:34])([F:33])[CH2:21][N:22]1C(=O)C2C(=CC=CC=2)C1=O)[CH2:3][O:4][CH2:5][CH2:6][O:7][CH2:8][CH2:9][O:10][CH2:11][CH2:12][O:13][CH2:14][CH2:15][O:16][CH3:17].NN. (2) Given the product [CH:25]12[N:24]([C:12]3[N:11]=[C:10]([C:7]4[CH:6]=[CH:5][C:4]([NH2:1])=[CH:9][CH:8]=4)[N:15]=[C:14]4[N:16]([CH2:19][C:20]([F:21])([F:23])[F:22])[N:17]=[CH:18][C:13]=34)[CH:29]([CH2:28][O:27][CH2:26]1)[CH2:30][O:31][CH2:32]2, predict the reactants needed to synthesize it. The reactants are: [N+:1]([C:4]1[CH:9]=[CH:8][C:7]([C:10]2[N:15]=[C:14]3[N:16]([CH2:19][C:20]([F:23])([F:22])[F:21])[N:17]=[CH:18][C:13]3=[C:12]([N:24]3[CH:29]4[CH2:30][O:31][CH2:32][CH:25]3[CH2:26][O:27][CH2:28]4)[N:11]=2)=[CH:6][CH:5]=1)([O-])=O.C12OC(CC1)CN(C1N=C(C3C=CC(N)=CC=3)N=C3N(CC(F)(F)F)N=CC=13)C2.Cl.C12OC(CC1)CNC2. (3) Given the product [C:9]([O:13][C:14]([NH:16][NH:17][C:18]([CH2:20][C:21]1[C:30]2[C:25](=[CH:26][C:27]([O:31][CH2:1][C:2]3[CH:7]=[CH:6][CH:5]=[CH:4][CH:3]=3)=[CH:28][CH:29]=2)[O:24][C:23](=[O:32])[CH:22]=1)=[O:19])=[O:15])([CH3:12])([CH3:10])[CH3:11], predict the reactants needed to synthesize it. The reactants are: [CH2:1](Br)[C:2]1[CH:7]=[CH:6][CH:5]=[CH:4][CH:3]=1.[C:9]([O:13][C:14]([NH:16][NH:17][C:18]([CH2:20][C:21]1[C:30]2[C:25](=[CH:26][C:27]([OH:31])=[CH:28][CH:29]=2)[O:24][C:23](=[O:32])[CH:22]=1)=[O:19])=[O:15])([CH3:12])([CH3:11])[CH3:10].C([O-])([O-])=O.[K+].[K+]. (4) Given the product [Cl:34][CH2:33][CH2:32][O:31][C:29]1[C:28]([O:35][CH3:36])=[CH:27][C:24]2[CH:25]=[C:26]3[C:21](=[CH:22][C:23]=2[CH:30]=1)[N:20]=[CH:19][C:18]([C:37]#[N:38])=[C:17]3[NH:5][C:4]1[CH:6]=[CH:7][C:8]([O:9][C:10]2[CH:15]=[CH:14][CH:13]=[CH:12][CH:11]=2)=[C:2]([Cl:1])[CH:3]=1, predict the reactants needed to synthesize it. The reactants are: [Cl:1][C:2]1[CH:3]=[C:4]([CH:6]=[CH:7][C:8]=1[O:9][C:10]1[CH:15]=[CH:14][CH:13]=[CH:12][CH:11]=1)[NH2:5].Cl[C:17]1[C:26]2[C:21](=[CH:22][C:23]3[CH:30]=[C:29]([O:31][CH2:32][CH2:33][Cl:34])[C:28]([O:35][CH3:36])=[CH:27][C:24]=3[CH:25]=2)[N:20]=[CH:19][C:18]=1[C:37]#[N:38].ClC1C2C(=CC3C=C(OC)C(OCCCl)=CC=3C=2)N=CC=1C#N.ClCCOC1C(OC)=CC2C=C3C(C(NC4C=CC(OC5C=CC=CC=5)=C(Cl)C=4)=C(C#N)C=N3)=CC=2C=1. (5) Given the product [CH3:7][C:8]1[S:9][C:10]2[CH:16]=[CH:15][C:14]([Br:21])=[CH:13][C:11]=2[N:12]=1, predict the reactants needed to synthesize it. The reactants are: N([O-])=O.[Na+].Cl.Cl.[CH3:7][C:8]1[S:9][C:10]2[CH:16]=[CH:15][C:14](N)=[CH:13][C:11]=2[N:12]=1.O.[OH-].[NH4+].[BrH:21]. (6) Given the product [OH:1][C:2]1[CH:3]=[C:4]2[C:9](=[CH:10][CH:11]=1)[CH:8]=[C:7]([CH2:12][NH:14][C:15]13[CH2:20][CH2:19][C:18]([C:23]([O:25][CH3:26])=[O:24])([CH2:17][CH2:16]1)[CH2:21][CH2:22]3)[CH:6]=[CH:5]2, predict the reactants needed to synthesize it. The reactants are: [OH:1][C:2]1[CH:3]=[C:4]2[C:9](=[CH:10][CH:11]=1)[CH:8]=[C:7]([CH:12]=O)[CH:6]=[CH:5]2.[NH2:14][C:15]12[CH2:22][CH2:21][C:18]([C:23]([O:25][CH3:26])=[O:24])([CH2:19][CH2:20]1)[CH2:17][CH2:16]2.[O-]S([O-])(=O)=O.[Mg+2].[BH3-]C#N.[Na+].